Dataset: Full USPTO retrosynthesis dataset with 1.9M reactions from patents (1976-2016). Task: Predict the reactants needed to synthesize the given product. (1) The reactants are: Cl[C:2]1[C:3]([NH2:9])=[N:4][CH:5]=[N:6][C:7]=1Cl.[NH2:10][C@@H:11]1[CH2:16][CH2:15][CH2:14][C@H:13]([NH:17][C:18](=[O:24])OC(C)(C)C)[CH2:12]1.[O:25]([C:32]1[CH:37]=[CH:36][C:35](B(O)O)=[CH:34][CH:33]=1)[C:26]1[CH:31]=[CH:30][CH:29]=[CH:28][CH:27]=1.[C:41](Cl)(=O)[CH:42]=C. Given the product [NH2:9][C:3]1[N:4]=[CH:5][N:6]=[C:7]([NH:10][C@H:11]2[CH2:16][CH2:15][CH2:14][C@@H:13]([NH:17][C:18](=[O:24])[CH:41]=[CH2:42])[CH2:12]2)[C:2]=1[C:29]1[CH:30]=[CH:31][C:26]([O:25][C:32]2[CH:37]=[CH:36][CH:35]=[CH:34][CH:33]=2)=[CH:27][CH:28]=1, predict the reactants needed to synthesize it. (2) Given the product [C:1]([C:3]1[CH:8]=[CH:7][C:6]([CH:9]2[CH2:14][CH2:13][N:12]([C:15]([C:17]3[CH:18]=[CH:19][C:20]([CH3:36])=[C:21]([NH:23][S:24]([C:27]4[CH:35]=[CH:34][CH:33]=[C:29]([C:30]([N:37]5[CH2:42][CH2:41][O:40][CH2:39][CH2:38]5)=[O:31])[CH:28]=4)(=[O:26])=[O:25])[CH:22]=3)=[O:16])[CH2:11][CH2:10]2)=[CH:5][CH:4]=1)#[N:2], predict the reactants needed to synthesize it. The reactants are: [C:1]([C:3]1[CH:8]=[CH:7][C:6]([CH:9]2[CH2:14][CH2:13][N:12]([C:15]([C:17]3[CH:18]=[CH:19][C:20]([CH3:36])=[C:21]([NH:23][S:24]([C:27]4[CH:28]=[C:29]([CH:33]=[CH:34][CH:35]=4)[C:30](O)=[O:31])(=[O:26])=[O:25])[CH:22]=3)=[O:16])[CH2:11][CH2:10]2)=[CH:5][CH:4]=1)#[N:2].[NH:37]1[CH2:42][CH2:41][O:40][CH2:39][CH2:38]1. (3) Given the product [C:17]1([C:23]2[C:24]([C:32]3[CH:33]=[CH:34][C:35]([CH2:36][N:1]4[CH2:2][CH2:3][CH:4]([C:7]5[CH:16]=[N:15][C:14]6[C:9](=[CH:10][CH:11]=[CH:12][CH:13]=6)[N:8]=5)[CH2:5][CH2:6]4)=[CH:38][CH:39]=3)=[N:25][C:26]3[N:27]([CH:29]=[CH:30][N:31]=3)[CH:28]=2)[CH:22]=[CH:21][CH:20]=[CH:19][CH:18]=1, predict the reactants needed to synthesize it. The reactants are: [NH:1]1[CH2:6][CH2:5][CH:4]([C:7]2[CH:16]=[N:15][C:14]3[C:9](=[CH:10][CH:11]=[CH:12][CH:13]=3)[N:8]=2)[CH2:3][CH2:2]1.[C:17]1([C:23]2[C:24]([C:32]3[CH:39]=[CH:38][C:35]([CH:36]=O)=[CH:34][CH:33]=3)=[N:25][C:26]3[N:27]([CH:29]=[CH:30][N:31]=3)[CH:28]=2)[CH:22]=[CH:21][CH:20]=[CH:19][CH:18]=1.[BH-](OC(C)=O)(OC(C)=O)OC(C)=O.[Na+].C([O-])(O)=O.[Na+]. (4) Given the product [C:29]1([C:32]2[CH:37]=[CH:36][CH:35]=[CH:34][CH:33]=2)[CH:28]=[CH:27][C:26]([NH:25][C:23](=[O:24])[C:22]2[CH:38]=[CH:39][C:40]([C:41]([F:42])([F:43])[F:44])=[C:20]([NH:19][C:4]([C:12]3([N:13]4[CH2:18][CH2:17][O:16][CH2:15][CH2:14]4)[CH2:7][CH2:6]3)=[O:5])[CH:21]=2)=[CH:31][CH:30]=1, predict the reactants needed to synthesize it. The reactants are: CN([CH:4]=[O:5])C.[C:6](Cl)(=O)[C:7](Cl)=O.[CH3:12][N:13]1[CH2:18][CH2:17][O:16][CH2:15][CH2:14]1.[NH2:19][C:20]1[CH:21]=[C:22]([CH:38]=[CH:39][C:40]=1[C:41]([F:44])([F:43])[F:42])[C:23]([NH:25][C:26]1[CH:31]=[CH:30][C:29]([C:32]2[CH:37]=[CH:36][CH:35]=[CH:34][CH:33]=2)=[CH:28][CH:27]=1)=[O:24].